Predict the product of the given reaction. From a dataset of Forward reaction prediction with 1.9M reactions from USPTO patents (1976-2016). Given the reactants Cl[C:2]1[CH:7]=[CH:6][C:5]([N:8]=[C:9]2[N:13]([CH2:14][CH2:15][CH2:16][NH:17][CH2:18][C:19](O)=[O:20])[C:12]([C:22]3[CH:27]=[CH:26][C:25]([F:28])=[CH:24][CH:23]=3)=[CH:11][S:10]2)=[C:4]([O:29][CH3:30])[CH:3]=1.[ClH:31].[CH2:32]([NH2:34])[CH3:33].[OH2:35].ON1C2C=C[CH:44]=[CH:45][C:40]=2N=N1.Cl.C(N=C=NCCCN(C)C)C.[CH:58](N(CC)C(C)C)(C)C.CN(C)[CH:69]=[O:70], predict the reaction product. The product is: [C:45]([O:35][C:69]([N:17]([CH2:16][CH2:15][CH2:14][N:13]1[C:12]([C:22]2[CH:23]=[CH:24][C:25]([F:28])=[CH:26][CH:27]=2)=[CH:11][S:10][C:9]1=[N:8][C:5]1[CH:6]=[CH:7][C:2]([Cl:31])=[CH:3][C:4]=1[O:29][CH3:30])[CH2:18][C:19]([NH:34][CH2:32][CH3:33])=[O:20])=[O:70])([CH3:44])([CH3:40])[CH3:58].